Task: Predict the product of the given reaction.. Dataset: Forward reaction prediction with 1.9M reactions from USPTO patents (1976-2016) (1) The product is: [NH2:23][C:19]1[C:20]([OH:22])=[CH:21][C:16]([C:15]([NH:14][C@@H:13]([C:4]2[CH:5]=[CH:6][C:7]([O:8][C:9]([F:11])([F:10])[F:12])=[C:2]([F:1])[CH:3]=2)[C:27]2[C:32]([F:33])=[CH:31][CH:30]=[CH:29][N:28]=2)=[O:26])=[N:17][CH:18]=1. Given the reactants [F:1][C:2]1[CH:3]=[C:4]([C@@H:13]([C:27]2[C:32]([F:33])=[CH:31][CH:30]=[CH:29][N:28]=2)[NH:14][C:15](=[O:26])[C:16]2[CH:21]=[C:20]([OH:22])[C:19]([N+:23]([O-])=O)=[CH:18][N:17]=2)[CH:5]=[CH:6][C:7]=1[O:8][C:9]([F:12])([F:11])[F:10].O.NN.CCOC(C)=O, predict the reaction product. (2) Given the reactants CC(C)([O-:4])C.[K+].[Cl:7][C:8]1[CH:13]=[CH:12][N:11]=[CH:10][C:9]=1[N+:14]([O-:16])=[O:15].C(OO)(C)(C)C.CCCCCCCCCC.N.O.[Cl-].[NH4+], predict the reaction product. The product is: [Cl:7][C:8]1[C:9]([N+:14]([O-:16])=[O:15])=[CH:10][N:11]=[C:12]([OH:4])[CH:13]=1. (3) The product is: [F:32][C:27]1[CH:28]=[CH:29][CH:30]=[CH:31][C:26]=1[CH2:25][N:18]1[C:19]2=[N:20][CH:21]=[CH:22][CH:23]=[C:24]2[C:16]([C:4]2[N:3]=[C:2]3[NH:1][C:35](=[O:36])[N:10]([CH2:11][C:12]([F:13])([F:14])[F:15])[C:8](=[O:9])[C:7]3=[CH:6][N:5]=2)=[N:17]1. Given the reactants [NH2:1][C:2]1[C:7]([C:8]([NH:10][CH2:11][C:12]([F:15])([F:14])[F:13])=[O:9])=[CH:6][N:5]=[C:4]([C:16]2[C:24]3[C:19](=[N:20][CH:21]=[CH:22][CH:23]=3)[N:18]([CH2:25][C:26]3[CH:31]=[CH:30][CH:29]=[CH:28][C:27]=3[F:32])[N:17]=2)[N:3]=1.[H-].[Na+].[C:35](N1C=CN=C1)(N1C=CN=C1)=[O:36], predict the reaction product. (4) Given the reactants Cl.[Cl:2][C:3]1[N:4]=[C:5]([N:12]2[CH2:17][CH2:16][O:15][CH2:14][C@@H:13]2[CH3:18])[C:6]2[CH2:11][NH:10][CH2:9][C:7]=2[N:8]=1.[CH2:19]=O, predict the reaction product. The product is: [Cl:2][C:3]1[N:4]=[C:5]([N:12]2[CH2:17][CH2:16][O:15][CH2:14][C@@H:13]2[CH3:18])[C:6]2[CH2:11][N:10]([CH3:19])[CH2:9][C:7]=2[N:8]=1.